Dataset: Catalyst prediction with 721,799 reactions and 888 catalyst types from USPTO. Task: Predict which catalyst facilitates the given reaction. (1) Reactant: [Cl:1][C:2]1[CH:3]=[C:4]([C:9]23[CH2:14][CH:13]2[C:12](=O)[NH:11][C:10]3=[O:16])[CH:5]=[CH:6][C:7]=1[Cl:8].COCCO[AlH2-]OCCOC.[Na+]. Product: [Cl:1][C:2]1[CH:3]=[C:4]([C:9]23[CH2:14][CH:13]2[CH2:12][NH:11][C:10]3=[O:16])[CH:5]=[CH:6][C:7]=1[Cl:8]. The catalyst class is: 11. (2) Reactant: [Cl:1][C:2]1[CH:3]=[C:4]([N:12]([CH2:22][CH3:23])[C@H:13]2[CH2:18][CH2:17][C@H:16]([N:19]([CH3:21])[CH3:20])[CH2:15][CH2:14]2)[C:5]([CH3:11])=[C:6]([CH:10]=1)[C:7]([OH:9])=O.N#N.CN(C(ON1N=NC2C=CC=NC1=2)=[N+](C)C)C.F[P-](F)(F)(F)(F)F.CCN(C(C)C)C(C)C.[NH2:59][CH2:60][C:61]1[C:62](=[O:69])[N:63]([CH3:68])[N:64]([CH3:67])[C:65]=1[CH3:66]. Product: [Cl:1][C:2]1[CH:3]=[C:4]([N:12]([CH2:22][CH3:23])[C@H:13]2[CH2:14][CH2:15][C@H:16]([N:19]([CH3:20])[CH3:21])[CH2:17][CH2:18]2)[C:5]([CH3:11])=[C:6]([CH:10]=1)[C:7]([NH:59][CH2:60][C:61]1[C:62](=[O:69])[N:63]([CH3:68])[N:64]([CH3:67])[C:65]=1[CH3:66])=[O:9]. The catalyst class is: 18. (3) Reactant: Cl[C:2]([F:43])([F:42])[C:3]1[C:11]2[CH2:10][CH2:9][CH2:8][CH2:7][C:6]=2[N:5]([CH2:12][C:13]([NH:15][C@H:16]([C:26]2[C:31]([C:32]3[CH:33]=[CH:34][C:35]([F:41])=[C:36]([CH:40]=3)[C:37]([NH2:39])=[O:38])=[CH:30][CH:29]=[CH:28][N:27]=2)[CH2:17][C:18]2[CH:23]=[C:22]([F:24])[CH:21]=[C:20]([F:25])[CH:19]=2)=[O:14])[N:4]=1.C[Si]([N-][Si](C)(C)C)(C)C.[K+].[C:54]1([OH:60])[CH:59]=[CH:58][CH:57]=[CH:56][CH:55]=1. Product: [F:42][C:2]([F:43])([O:60][C:54]1[CH:59]=[CH:58][CH:57]=[CH:56][CH:55]=1)[C:3]1[C:11]2[CH2:10][CH2:9][CH2:8][CH2:7][C:6]=2[N:5]([CH2:12][C:13]([NH:15][C@H:16]([C:26]2[C:31]([C:32]3[CH:33]=[CH:34][C:35]([F:41])=[C:36]([CH:40]=3)[C:37]([NH2:39])=[O:38])=[CH:30][CH:29]=[CH:28][N:27]=2)[CH2:17][C:18]2[CH:23]=[C:22]([F:24])[CH:21]=[C:20]([F:25])[CH:19]=2)=[O:14])[N:4]=1. The catalyst class is: 1. (4) The catalyst class is: 96. Reactant: [Cl:1][C:2]1[CH:10]=[CH:9][C:5]([C:6]([OH:8])=O)=[CH:4][C:3]=1[O:11][CH3:12].C(N=C=NCCCN(C)C)C.O.ON1C2C=CC=CC=2N=N1.C(N(C(C)C)CC)(C)C.[C:44]1([C:50]2[CH:54]=[C:53]([CH2:55][N:56]3[CH2:61][CH2:60][CH:59]([CH2:62][NH2:63])[CH2:58][CH2:57]3)[O:52][N:51]=2)[CH:49]=[CH:48][CH:47]=[CH:46][CH:45]=1. Product: [Cl:1][C:2]1[CH:10]=[CH:9][C:5]([C:6]([NH:63][CH2:62][CH:59]2[CH2:58][CH2:57][N:56]([CH2:55][C:53]3[O:52][N:51]=[C:50]([C:44]4[CH:49]=[CH:48][CH:47]=[CH:46][CH:45]=4)[CH:54]=3)[CH2:61][CH2:60]2)=[O:8])=[CH:4][C:3]=1[O:11][CH3:12]. (5) Reactant: [CH3:1][O:2][C:3]1[N:4]=[CH:5][C:6]([N:11]2[CH2:20][CH2:19][C:14]3(OCC[O:15]3)[CH2:13][CH2:12]2)=[N:7][C:8]=1[O:9][CH3:10].[OH-].[Na+].C([O-])([O-])=O.[K+].[K+]. Product: [CH3:1][O:2][C:3]1[N:4]=[CH:5][C:6]([N:11]2[CH2:20][CH2:19][C:14](=[O:15])[CH2:13][CH2:12]2)=[N:7][C:8]=1[O:9][CH3:10]. The catalyst class is: 33. (6) Reactant: [F:1][C:2]([F:33])([CH:30]([F:32])[F:31])[CH2:3][O:4][C:5]1[CH:10]=[CH:9][C:8]([CH2:11][N:12]2[CH2:17][C@@H:16]3[CH2:18][C@H:13]2[CH2:14][N:15]3[CH2:19][C:20]2[CH:29]=[CH:28][C:23]([C:24]([O:26]C)=[O:25])=[CH:22][CH:21]=2)=[CH:7][CH:6]=1.[OH-].[Na+]. Product: [F:33][C:2]([F:1])([CH:30]([F:32])[F:31])[CH2:3][O:4][C:5]1[CH:10]=[CH:9][C:8]([CH2:11][N:12]2[CH2:17][C@@H:16]3[CH2:18][C@H:13]2[CH2:14][N:15]3[CH2:19][C:20]2[CH:29]=[CH:28][C:23]([C:24]([OH:26])=[O:25])=[CH:22][CH:21]=2)=[CH:7][CH:6]=1. The catalyst class is: 5. (7) Reactant: B(Br)(Br)Br.[CH:5]([C:8]1[CH:9]=[C:10]2[C:19]3[N:14]4[C:15](=[CH:21][N:22]=[C:13]4[C:12]4[CH:23]=[C:24]([O:27]C)[CH:25]=[CH:26][C:11]2=4)[CH2:16][CH2:17][C:18]=3[CH:20]=1)([CH3:7])[CH3:6]. Product: [CH:5]([C:8]1[CH:9]=[C:10]2[C:19]3[N:14]4[C:15](=[CH:21][N:22]=[C:13]4[C:12]4[CH:23]=[C:24]([OH:27])[CH:25]=[CH:26][C:11]2=4)[CH2:16][CH2:17][C:18]=3[CH:20]=1)([CH3:7])[CH3:6]. The catalyst class is: 4. (8) Product: [C:5](=[O:1])([OH:7])[O-:6].[Ca+2:4].[C:5](=[O:1])([OH:7])[O-:6]. The catalyst class is: 6. Reactant: [O-2:1].[Mg+2].[O-2].[Ca+2:4].[C:5](=[O:7])=[O:6]. (9) Reactant: Cl[C:2]1[CH:11]=[C:10]([C:12]([NH:14][CH2:15][CH2:16][N:17]2[CH2:21][CH2:20][CH2:19][CH2:18]2)=[O:13])[C:9]2[C:4](=[CH:5][CH:6]=[C:7]([F:22])[CH:8]=2)[N:3]=1.Cl.[O:24]1[CH2:29][CH2:28][N:27]([CH2:30][C:31]2[CH:36]=[CH:35][C:34](B(O)O)=[CH:33][CH:32]=2)[CH2:26][CH2:25]1.P([O-])([O-])([O-])=O.[K+].[K+].[K+]. Product: [F:22][C:7]1[CH:8]=[C:9]2[C:4](=[CH:5][CH:6]=1)[N:3]=[C:2]([C:34]1[CH:33]=[CH:32][C:31]([CH2:30][N:27]3[CH2:28][CH2:29][O:24][CH2:25][CH2:26]3)=[CH:36][CH:35]=1)[CH:11]=[C:10]2[C:12]([NH:14][CH2:15][CH2:16][N:17]1[CH2:21][CH2:20][CH2:19][CH2:18]1)=[O:13]. The catalyst class is: 339. (10) The catalyst class is: 4. Product: [Br:1][C:2]1[CH:3]=[C:4]2[C:10]([CH:11]([CH3:13])[CH3:12])=[CH:9][N:8]([S:15]([C:18]3[CH:19]=[CH:20][C:21]([CH3:22])=[CH:23][CH:24]=3)(=[O:16])=[O:17])[C:5]2=[N:6][CH:7]=1. Reactant: [Br:1][C:2]1[CH:3]=[C:4]2[C:10]([C:11](O)([CH3:13])[CH3:12])=[CH:9][N:8]([S:15]([C:18]3[CH:24]=[CH:23][C:21]([CH3:22])=[CH:20][CH:19]=3)(=[O:17])=[O:16])[C:5]2=[N:6][CH:7]=1.C([SiH](CC)CC)C.C(=O)(O)[O-].[Na+].